This data is from Forward reaction prediction with 1.9M reactions from USPTO patents (1976-2016). The task is: Predict the product of the given reaction. (1) Given the reactants [Br:1][C:2]1[CH:7]=[CH:6][C:5](/[C:8](=[N:22]\[O:23][CH2:24][CH3:25])/[CH:9]2[CH2:14][CH2:13][N:12]([C:15]3([CH3:21])[CH2:20][CH2:19][NH:18][CH2:17][CH2:16]3)[CH2:11][CH2:10]2)=[CH:4][CH:3]=1.[CH3:26][N:27]1[C:35]2[C:30](=[CH:31][C:32]([C:36](O)=[O:37])=[CH:33][CH:34]=2)[CH:29]=[CH:28]1.CCN(CC)CC.CN(C(ON1N=NC2C=CC=NC1=2)=[N+](C)C)C.F[P-](F)(F)(F)(F)F, predict the reaction product. The product is: [Br:1][C:2]1[CH:7]=[CH:6][C:5](/[C:8](=[N:22]\[O:23][CH2:24][CH3:25])/[CH:9]2[CH2:10][CH2:11][N:12]([C:15]3([CH3:21])[CH2:20][CH2:19][N:18]([C:36]([C:32]4[CH:31]=[C:30]5[C:35](=[CH:34][CH:33]=4)[N:27]([CH3:26])[CH:28]=[CH:29]5)=[O:37])[CH2:17][CH2:16]3)[CH2:13][CH2:14]2)=[CH:4][CH:3]=1. (2) Given the reactants [CH3:1][O:2][C:3](=[O:22])[C:4]1[CH:9]=[CH:8][N:7]=[C:6]([S:10][C:11]2[C:19]3[C:14](=[CH:15][C:16]([Cl:20])=[CH:17][CH:18]=3)[NH:13][C:12]=2[CH3:21])[CH:5]=1.Br[C:24]1[CH:25]=[N:26][N:27]([CH:29]([CH3:31])[CH3:30])[CH:28]=1, predict the reaction product. The product is: [CH3:1][O:2][C:3](=[O:22])[C:4]1[CH:9]=[CH:8][N:7]=[C:6]([S:10][C:11]2[C:19]3[C:14](=[CH:15][C:16]([Cl:20])=[CH:17][CH:18]=3)[N:13]([C:24]3[CH:25]=[N:26][N:27]([CH:29]([CH3:31])[CH3:30])[CH:28]=3)[C:12]=2[CH3:21])[CH:5]=1.